This data is from Forward reaction prediction with 1.9M reactions from USPTO patents (1976-2016). The task is: Predict the product of the given reaction. (1) Given the reactants [Cl:1][C:2]1[CH:7]=[CH:6][CH:5]=[CH:4][C:3]=1[C:8]1[CH:17]=[C:16]([CH2:18][N:19]2[CH2:24][CH2:23][N:22]([C:25](OCC=C)=O)[CH:21]([C:31]([O:33][C:34]([CH3:37])([CH3:36])[CH3:35])=[O:32])[CH2:20]2)[CH:15]=[C:14]2[C:9]=1[CH2:10][NH:11][C:12](=[O:46])[N:13]2[C:38]1[C:43]([Cl:44])=[CH:42][CH:41]=[CH:40][C:39]=1[Cl:45].O.[CH2:48]([SnH](CCCC)CCCC)[CH2:49]CC, predict the reaction product. The product is: [Cl:1][C:2]1[CH:7]=[CH:6][CH:5]=[CH:4][C:3]=1[C:8]1[CH:17]=[C:16]([CH2:18][N:19]2[CH2:24][CH2:23][NH:22][CH:21]([C:31]([O:33][C:34]([CH3:37])([CH3:36])[CH3:35])=[O:32])[CH2:20]2)[CH:15]=[C:14]2[C:9]=1[CH2:10][NH:11][C:12](=[O:46])[N:13]2[C:38]1[C:43]([Cl:44])=[CH:42][CH:41]=[CH:40][C:39]=1[Cl:45].[CH2:25]([N:22]1[CH2:23][CH2:24][N:19]([CH2:18][C:16]2[CH:15]=[C:14]3[C:9]([CH2:10][NH:11][C:12](=[O:46])[N:13]3[C:38]3[C:43]([Cl:44])=[CH:42][CH:41]=[CH:40][C:39]=3[Cl:45])=[C:8]([C:3]3[CH:4]=[CH:5][CH:6]=[CH:7][C:2]=3[Cl:1])[CH:17]=2)[CH2:20][CH:21]1[C:31]([O:33][C:34]([CH3:35])([CH3:36])[CH3:37])=[O:32])[CH:48]=[CH2:49]. (2) Given the reactants C(OC(=O)N(CC)CC1C=NC=C(C2C=C3C(=CC=2)N(C2CCCCO2)N=C3C=O)C=1C)(C)(C)C.CC(=O)C(=O)CC.C([O-])(=O)C.[NH4+].[C:48]([O:52][C:53](=[O:89])[N:54]([CH2:87][CH3:88])[CH2:55][C:56]1[CH:57]=[N:58][CH:59]=[C:60]([C:63]2[CH:64]=[C:65]3[C:69](=[CH:70][CH:71]=2)[N:68]([CH:72]2[CH2:77][CH2:76][CH2:75][CH2:74][O:73]2)[N:67]=[C:66]3[C:78]2[NH:82][C:81]3[CH2:83]C[CH2:85][CH2:86][C:80]=3[N:79]=2)[C:61]=1[CH3:62])([CH3:51])([CH3:50])[CH3:49], predict the reaction product. The product is: [C:48]([O:52][C:53](=[O:89])[N:54]([CH2:87][CH3:88])[CH2:55][C:56]1[CH:57]=[N:58][CH:59]=[C:60]([C:63]2[CH:64]=[C:65]3[C:69](=[CH:70][CH:71]=2)[N:68]([CH:72]2[CH2:77][CH2:76][CH2:75][CH2:74][O:73]2)[N:67]=[C:66]3[C:78]2[NH:82][C:81]([CH3:83])=[C:80]([CH2:86][CH3:85])[N:79]=2)[C:61]=1[CH3:62])([CH3:51])([CH3:50])[CH3:49]. (3) Given the reactants C(=O)([O-])[O-].[Cs+].[Cs+].OC1C=CC=C2C=1N=C(O)C=C2.[F:19][C:20]1[CH:25]=[CH:24][C:23](I)=[CH:22][CH:21]=1.[CH2:27]([O:29][C:30]1[CH:35]=[CH:34][NH:33][C:32](=[O:36])[C:31]=1[C:37]([O:39][CH2:40][CH3:41])=[O:38])[CH3:28], predict the reaction product. The product is: [CH2:27]([O:29][C:30]1[CH:35]=[CH:34][N:33]([C:23]2[CH:24]=[CH:25][C:20]([F:19])=[CH:21][CH:22]=2)[C:32](=[O:36])[C:31]=1[C:37]([O:39][CH2:40][CH3:41])=[O:38])[CH3:28]. (4) Given the reactants [C:1]1([CH2:7][O:8][C:9](=[O:17])[NH:10][CH2:11][C@H:12]2[CH2:16][CH2:15][NH:14][CH2:13]2)[CH:6]=[CH:5][CH:4]=[CH:3][CH:2]=1.[CH:18]([C:20]1[C:21]([F:32])=[CH:22][N:23]=[C:24]2[C:29]=1[N:28]=[C:27]([O:30][CH3:31])[CH:26]=[CH:25]2)=[CH2:19], predict the reaction product. The product is: [C:1]1([CH2:7][O:8][C:9](=[O:17])[NH:10][CH2:11][C@@H:12]2[CH2:16][CH2:15][N:14]([CH2:19][CH2:18][C:20]3[C:29]4[C:24](=[CH:25][CH:26]=[C:27]([O:30][CH3:31])[N:28]=4)[N:23]=[CH:22][C:21]=3[F:32])[CH2:13]2)[CH:2]=[CH:3][CH:4]=[CH:5][CH:6]=1. (5) The product is: [Br:15][C:8]1[CH:9]=[C:4]([C:2](=[O:3])[CH3:1])[CH:5]=[C:6]([C:11]([F:12])([F:13])[F:14])[C:7]=1[OH:10]. Given the reactants [CH3:1][C:2]([C:4]1[CH:9]=[CH:8][C:7]([OH:10])=[C:6]([C:11]([F:14])([F:13])[F:12])[CH:5]=1)=[O:3].[Br:15]N1C(=O)CCC1=O, predict the reaction product. (6) Given the reactants [OH:1][CH:2]1[CH2:7][CH2:6][N:5]([C:8]([O:10][CH2:11][C:12]2[CH:17]=[CH:16][CH:15]=[CH:14][CH:13]=2)=[O:9])[CH2:4][CH2:3]1.C(N(CC)CC)C.[CH3:25][S:26](Cl)(=[O:28])=[O:27], predict the reaction product. The product is: [CH3:25][S:26]([O:1][CH:2]1[CH2:3][CH2:4][N:5]([C:8]([O:10][CH2:11][C:12]2[CH:17]=[CH:16][CH:15]=[CH:14][CH:13]=2)=[O:9])[CH2:6][CH2:7]1)(=[O:28])=[O:27]. (7) Given the reactants Cl.Cl.[S:3]1[C:7]2[CH:8]=[CH:9][CH:10]=[CH:11][C:6]=2[N:5]=[C:4]1[NH:12][C:13]([C:15]1[CH:16]=[CH:17][CH:18]=[C:19]2[C:24]=1[CH2:23][NH:22][CH2:21][CH2:20]2)=[O:14].Cl[C:26]1[S:27][C:28]([CH:32]=[O:33])=[C:29]([Cl:31])[N:30]=1.C([O-])([O-])=O.[Cs+].[Cs+].O, predict the reaction product. The product is: [S:3]1[C:7]2[CH:8]=[CH:9][CH:10]=[CH:11][C:6]=2[N:5]=[C:4]1[NH:12][C:13]([C:15]1[CH:16]=[CH:17][CH:18]=[C:19]2[C:24]=1[CH2:23][N:22]([C:26]1[S:27][C:28]([CH:32]=[O:33])=[C:29]([Cl:31])[N:30]=1)[CH2:21][CH2:20]2)=[O:14].